This data is from NCI-60 drug combinations with 297,098 pairs across 59 cell lines. The task is: Regression. Given two drug SMILES strings and cell line genomic features, predict the synergy score measuring deviation from expected non-interaction effect. (1) Drug 1: CS(=O)(=O)C1=CC(=C(C=C1)C(=O)NC2=CC(=C(C=C2)Cl)C3=CC=CC=N3)Cl. Drug 2: C1CC(=O)NC(=O)C1N2CC3=C(C2=O)C=CC=C3N. Cell line: NCI/ADR-RES. Synergy scores: CSS=9.32, Synergy_ZIP=1.81, Synergy_Bliss=-2.31, Synergy_Loewe=-2.62, Synergy_HSA=-0.867. (2) Drug 1: C1=NNC2=C1C(=O)NC=N2. Drug 2: C1CC(=O)NC(=O)C1N2C(=O)C3=CC=CC=C3C2=O. Cell line: SF-539. Synergy scores: CSS=7.29, Synergy_ZIP=-1.19, Synergy_Bliss=4.08, Synergy_Loewe=0.958, Synergy_HSA=1.65. (3) Drug 1: CC1OCC2C(O1)C(C(C(O2)OC3C4COC(=O)C4C(C5=CC6=C(C=C35)OCO6)C7=CC(=C(C(=C7)OC)O)OC)O)O. Drug 2: C1=CC(=CC=C1CCCC(=O)O)N(CCCl)CCCl. Cell line: NCI/ADR-RES. Synergy scores: CSS=13.6, Synergy_ZIP=-6.93, Synergy_Bliss=-0.895, Synergy_Loewe=-4.38, Synergy_HSA=-1.46. (4) Drug 1: C1C(C(OC1N2C=NC3=C(N=C(N=C32)Cl)N)CO)O. Drug 2: CNC(=O)C1=NC=CC(=C1)OC2=CC=C(C=C2)NC(=O)NC3=CC(=C(C=C3)Cl)C(F)(F)F. Cell line: NCI-H460. Synergy scores: CSS=22.6, Synergy_ZIP=-4.08, Synergy_Bliss=-1.09, Synergy_Loewe=-9.44, Synergy_HSA=-3.35. (5) Synergy scores: CSS=11.6, Synergy_ZIP=-0.518, Synergy_Bliss=-0.121, Synergy_Loewe=-23.4, Synergy_HSA=-4.54. Drug 2: CC1CCC2CC(C(=CC=CC=CC(CC(C(=O)C(C(C(=CC(C(=O)CC(OC(=O)C3CCCCN3C(=O)C(=O)C1(O2)O)C(C)CC4CCC(C(C4)OC)O)C)C)O)OC)C)C)C)OC. Cell line: SK-MEL-5. Drug 1: CN(C)C1=NC(=NC(=N1)N(C)C)N(C)C. (6) Drug 1: CN(C)N=NC1=C(NC=N1)C(=O)N. Drug 2: CC1CCCC2(C(O2)CC(NC(=O)CC(C(C(=O)C(C1O)C)(C)C)O)C(=CC3=CSC(=N3)C)C)C. Cell line: T-47D. Synergy scores: CSS=2.56, Synergy_ZIP=-1.19, Synergy_Bliss=1.09, Synergy_Loewe=-0.251, Synergy_HSA=0.640. (7) Drug 1: CNC(=O)C1=CC=CC=C1SC2=CC3=C(C=C2)C(=NN3)C=CC4=CC=CC=N4. Drug 2: COC1=C(C=C2C(=C1)N=CN=C2NC3=CC(=C(C=C3)F)Cl)OCCCN4CCOCC4. Cell line: K-562. Synergy scores: CSS=58.3, Synergy_ZIP=5.80, Synergy_Bliss=5.98, Synergy_Loewe=-4.86, Synergy_HSA=7.74. (8) Drug 1: C1=C(C(=O)NC(=O)N1)F. Drug 2: CC1=C(C=C(C=C1)NC(=O)C2=CC=C(C=C2)CN3CCN(CC3)C)NC4=NC=CC(=N4)C5=CN=CC=C5. Cell line: CAKI-1. Synergy scores: CSS=24.7, Synergy_ZIP=10.1, Synergy_Bliss=8.47, Synergy_Loewe=0.445, Synergy_HSA=3.93. (9) Drug 1: C1=CC(=CC=C1CCCC(=O)O)N(CCCl)CCCl. Drug 2: CCC(=C(C1=CC=CC=C1)C2=CC=C(C=C2)OCCN(C)C)C3=CC=CC=C3.C(C(=O)O)C(CC(=O)O)(C(=O)O)O. Cell line: HCC-2998. Synergy scores: CSS=-4.44, Synergy_ZIP=-1.80, Synergy_Bliss=-12.4, Synergy_Loewe=-16.4, Synergy_HSA=-14.0.